From a dataset of Reaction yield outcomes from USPTO patents with 853,638 reactions. Predict the reaction yield, written as a fraction of the theoretical maximum amount of product (1.0 means a 100% yield; for example, 0.34 means a 34% yield). (1) The reactants are [F:1][C:2]1[CH:3]=[C:4]2[C:8](=[CH:9][CH:10]=1)[NH:7][N:6]=[C:5]2[I:11].Cl[CH2:13][CH2:14][CH2:15][CH2:16][CH2:17][O:18][Si:19]([C:22]([CH3:25])([CH3:24])[CH3:23])([CH3:21])[CH3:20]. No catalyst specified. The product is [O:18]([CH2:17][CH2:16][CH2:15][CH2:14][CH2:13][N:7]1[C:8]2[C:4](=[CH:3][C:2]([F:1])=[CH:10][CH:9]=2)[C:5]([I:11])=[N:6]1)[Si:19]([C:22]([CH3:23])([CH3:24])[CH3:25])([CH3:20])[CH3:21]. The yield is 0.790. (2) The reactants are [NH:1]1[CH2:5][CH2:4][CH2:3][CH2:2]1.[Cl:6][C:7]1[C:14]([OH:15])=[CH:13][CH:12]=[CH:11][C:8]=1[CH:9]=O.C(O[BH-](OC(=O)C)OC(=O)C)(=O)C.[Na+].Cl. The catalyst is ClCCl.O. The product is [Cl:6][C:7]1[C:8]([CH2:9][N:1]2[CH2:5][CH2:4][CH2:3][CH2:2]2)=[CH:11][CH:12]=[CH:13][C:14]=1[OH:15]. The yield is 0.550. (3) The reactants are [Br:1][C:2]1[CH:3]=[C:4]2[C:9](=[C:10]([O:12][CH3:13])[CH:11]=1)[N:8]=[C:7]([C:14]1[CH:15]=[N:16][CH:17]=[CH:18][CH:19]=1)[N:6]=[C:5]2Cl.[CH3:21][NH2:22]. The catalyst is C1COCC1. The product is [Br:1][C:2]1[CH:3]=[C:4]2[C:9](=[C:10]([O:12][CH3:13])[CH:11]=1)[N:8]=[C:7]([C:14]1[CH:15]=[N:16][CH:17]=[CH:18][CH:19]=1)[N:6]=[C:5]2[NH:22][CH3:21]. The yield is 0.740. (4) No catalyst specified. The product is [CH2:7]([C:13]1[CH:17]=[CH:16][S:15][CH:14]=1)[CH2:12][C:11]1[CH:10]=[CH:9][CH:8]=[CH:19][CH:18]=1. The yield is 0.340. The reactants are C(OCC[C:7]1([C:13]2[CH:17]=[CH:16][S:15][CH:14]=2)[CH:12]=[CH:11][CH:10]=[CH:9][CH2:8]1)(=O)C.[CH2:18]1COC[CH2:19]1. (5) The reactants are [CH3:16][C:11]1([CH3:17])[C:12]([CH3:15])([CH3:14])[O:13][B:9]([B:9]2[O:13][C:12]([CH3:15])([CH3:14])[C:11]([CH3:17])([CH3:16])[O:10]2)[O:10]1.[F:19][C:20]1[C:27]([CH2:28][O:29][CH3:30])=[CH:26][CH:25]=[CH:24][C:21]=1[C:22]#[N:23]. The catalyst is CCCCCC.CCOC(C)=O.CO.CO.C1CC=CCCC=C1.C1CC=CCCC=C1.[Ir].[Ir]. The product is [F:19][C:20]1[C:27]([CH2:28][O:29][CH3:30])=[CH:26][C:25]([B:9]2[O:10][C:11]([CH3:16])([CH3:17])[C:12]([CH3:14])([CH3:15])[O:13]2)=[CH:24][C:21]=1[C:22]#[N:23]. The yield is 0.190. (6) The reactants are [Cl:1][C:2]1[C:3]([NH:25][C:26]2[CH:31]=[CH:30][CH:29]=[CH:28][C:27]=2[S:32]([N:35]([CH3:37])[CH3:36])(=[O:34])=[O:33])=[N:4][C:5]([NH:8][C:9]2[C:22]([O:23][CH3:24])=[CH:21][C:12]3[CH2:13][CH2:14][N:15]([CH2:18][CH2:19][OH:20])[CH2:16][CH2:17][C:11]=3[CH:10]=2)=[N:6][CH:7]=1.C(Cl)Cl.[CH:41]1([N:47]=C=NC2CCCCC2)CCCC[CH2:42]1.C(O)(C(F)(F)F)=[O:57]. The catalyst is CN(C)C1C=CN=CC=1. The product is [Cl:1][C:2]1[C:3]([NH:25][C:26]2[CH:31]=[CH:30][CH:29]=[CH:28][C:27]=2[S:32](=[O:34])(=[O:33])[N:35]([CH3:36])[CH3:37])=[N:4][C:5]([NH:8][C:9]2[C:22]([O:23][CH3:24])=[CH:21][C:12]3[CH2:13][CH2:14][N:15]([CH2:18][CH2:19][O:20][C:42](=[O:57])[CH2:41][NH2:47])[CH2:16][CH2:17][C:11]=3[CH:10]=2)=[N:6][CH:7]=1. The yield is 0.360. (7) The catalyst is O1CCOCC1.C1C=CC([P]([Pd]([P](C2C=CC=CC=2)(C2C=CC=CC=2)C2C=CC=CC=2)([P](C2C=CC=CC=2)(C2C=CC=CC=2)C2C=CC=CC=2)[P](C2C=CC=CC=2)(C2C=CC=CC=2)C2C=CC=CC=2)(C2C=CC=CC=2)C2C=CC=CC=2)=CC=1. The yield is 0.390. The reactants are C([O:4][C@@H:5]1[C@@H:13]([C@@H:14]([OH:19])[C:15]([F:18])([F:17])[F:16])[O:12][C@H:11]2[C@H:7]([N:8]=[C:9]([N:20]([CH3:28])[C:21](=[O:27])[O:22][C:23]([CH3:26])([CH3:25])[CH3:24])[S:10]2)[C@H:6]1[O:29]CC=C)C=C.CCN(CC)CC.C(O)=O. The product is [OH:4][C@@H:5]1[C@@H:13]([C@@H:14]([OH:19])[C:15]([F:16])([F:18])[F:17])[O:12][C@H:11]2[C@H:7]([N:8]=[C:9]([N:20]([CH3:28])[C:21](=[O:27])[O:22][C:23]([CH3:25])([CH3:26])[CH3:24])[S:10]2)[C@H:6]1[OH:29]. (8) The reactants are [OH-].[K+].[CH3:3][O:4][CH:5]1[CH2:8][N:7]([C@H:9]2[CH2:14][CH2:13][C@H:12]([CH:15]([C:17]3[S:21][CH:20]=[C:19]([C:22]([O:24]C)=[O:23])[C:18]=3[CH3:26])[CH3:16])[CH2:11][CH2:10]2)[CH2:6]1.Cl.O1CCOCC1. The catalyst is CC(O)C.O. The product is [CH3:3][O:4][CH:5]1[CH2:8][N:7]([C@H:9]2[CH2:14][CH2:13][C@H:12]([CH:15]([C:17]3[S:21][CH:20]=[C:19]([C:22]([OH:24])=[O:23])[C:18]=3[CH3:26])[CH3:16])[CH2:11][CH2:10]2)[CH2:6]1. The yield is 0.750.